Dataset: Catalyst prediction with 721,799 reactions and 888 catalyst types from USPTO. Task: Predict which catalyst facilitates the given reaction. (1) Reactant: [N:1]1([C:7]2[CH:12]=[CH:11][C:10]([S:13]([NH2:16])(=[O:15])=[O:14])=[CH:9][CH:8]=2)[CH2:6][CH2:5][NH:4][CH2:3][CH2:2]1.[C:17]([O:21][C:22]([N:24]1[CH2:29][CH2:28][CH:27]([CH2:30][CH:31]=O)[CH2:26][CH2:25]1)=[O:23])([CH3:20])([CH3:19])[CH3:18].C(O[BH3-])(=O)C.[Na+].[ClH:39].O1CCOCC1. Product: [ClH:39].[C:17]([O:21][C:22]([N:24]1[CH2:29][CH2:28][CH:27]([CH2:30][CH2:31][N:4]2[CH2:5][CH2:6][N:1]([C:7]3[CH:8]=[CH:9][C:10]([S:13](=[O:14])(=[O:15])[NH2:16])=[CH:11][CH:12]=3)[CH2:2][CH2:3]2)[CH2:26][CH2:25]1)=[O:23])([CH3:20])([CH3:19])[CH3:18]. The catalyst class is: 168. (2) Reactant: [Cl:1][C:2]1[CH:7]=[CH:6][CH:5]=[CH:4][C:3]=1[N:8]1[C:12]([C:13]2[O:14]C=CC=2)=[CH:11][C:10]([C:18]([F:21])([F:20])[F:19])=[N:9]1.Cl[O-].[Na+].[O-:25]Cl=O.[Na+].[OH-].[Na+]. Product: [Cl:1][C:2]1[CH:7]=[CH:6][CH:5]=[CH:4][C:3]=1[N:8]1[C:12]([C:13]([OH:14])=[O:25])=[CH:11][C:10]([C:18]([F:21])([F:20])[F:19])=[N:9]1. The catalyst class is: 47. (3) Reactant: [H-].[Na+].[NH:3]1[CH:7]=[CH:6][CH:5]=[CH:4]1.F[S:9]([C:12]1[N:13]=[N:14][C:15]([O:18][CH3:19])=[CH:16][CH:17]=1)(=[O:11])=[O:10]. Product: [CH3:19][O:18][C:15]1[N:14]=[N:13][C:12]([S:9]([N:3]2[CH:7]=[CH:6][CH:5]=[CH:4]2)(=[O:11])=[O:10])=[CH:17][CH:16]=1. The catalyst class is: 3. (4) Product: [Cl:1][C:2]1[C:3]([O:13][CH3:14])=[C:4]([NH2:10])[C:5]([CH3:9])=[C:6]([CH3:8])[CH:7]=1. The catalyst class is: 5. Reactant: [Cl:1][C:2]1[CH:7]=[C:6]([CH3:8])[C:5]([CH3:9])=[C:4]([N+:10]([O-])=O)[C:3]=1[O:13][CH3:14]. (5) Reactant: [H-].[Na+].[NH2:3][C:4]1[CH:5]=[C:6]([CH2:10][OH:11])[CH:7]=[CH:8][CH:9]=1.Cl[C:13]1[C:14]2[N:21]([CH3:22])[CH:20]=[CH:19][C:15]=2[N:16]=[CH:17][N:18]=1. Product: [CH3:22][N:21]1[C:14]2[C:13]([O:11][CH2:10][C:6]3[CH:5]=[C:4]([CH:9]=[CH:8][CH:7]=3)[NH2:3])=[N:18][CH:17]=[N:16][C:15]=2[CH:19]=[CH:20]1. The catalyst class is: 35. (6) The catalyst class is: 564. Product: [CH3:1][O:2][C:3](=[O:26])[CH2:4][C:5]1[C:14]([CH3:15])=[C:13]([C:28]2[CH:33]=[CH:32][C:31]([S:34][C:35]3[CH:40]=[CH:39][CH:38]=[CH:37][C:36]=3[C:41]([F:44])([F:43])[F:42])=[CH:30][CH:29]=2)[C:12]2[C:7](=[CH:8][CH:9]=[C:10]([Cl:25])[CH:11]=2)[CH:6]=1. Reactant: [CH3:1][O:2][C:3](=[O:26])[CH2:4][C:5]1[C:14]([CH3:15])=[C:13](B2OC(C)(C)C(C)(C)O2)[C:12]2[C:7](=[CH:8][CH:9]=[C:10]([Cl:25])[CH:11]=2)[CH:6]=1.Br[C:28]1[CH:33]=[CH:32][C:31]([S:34][C:35]2[CH:40]=[CH:39][CH:38]=[CH:37][C:36]=2[C:41]([F:44])([F:43])[F:42])=[CH:30][CH:29]=1.C(=O)(O)[O-].[Na+].O.